Dataset: Retrosynthesis with 50K atom-mapped reactions and 10 reaction types from USPTO. Task: Predict the reactants needed to synthesize the given product. (1) Given the product Fc1cc(Br)ccc1OCc1ccccc1, predict the reactants needed to synthesize it. The reactants are: BrCc1ccccc1.Oc1ccc(Br)cc1F. (2) The reactants are: C[C@@H](CO)NC(=O)OC(C)(C)C.O=[N+]([O-])c1cnc(Cl)nc1OCc1ccccc1. Given the product C[C@@H](COc1ncc([N+](=O)[O-])c(OCc2ccccc2)n1)NC(=O)OC(C)(C)C, predict the reactants needed to synthesize it. (3) Given the product NC(=O)C1CCNCC1, predict the reactants needed to synthesize it. The reactants are: CC(C)(C)OC(=O)N[C@@H](CC(=O)O)C(=O)OCc1ccccc1.